This data is from Retrosynthesis with 50K atom-mapped reactions and 10 reaction types from USPTO. The task is: Predict the reactants needed to synthesize the given product. Given the product Cc1cc(C)c(C(=O)O)[nH]1, predict the reactants needed to synthesize it. The reactants are: CCOC(=O)c1[nH]c(C)cc1C.